From a dataset of Peptide-MHC class II binding affinity with 134,281 pairs from IEDB. Regression. Given a peptide amino acid sequence and an MHC pseudo amino acid sequence, predict their binding affinity value. This is MHC class II binding data. (1) The peptide sequence is WKVRLLPVPPTVTVF. The MHC is HLA-DQA10501-DQB10301 with pseudo-sequence HLA-DQA10501-DQB10301. The binding affinity (normalized) is 0.434. (2) The peptide sequence is VSVDCSEYPKPDCTA. The MHC is DRB1_1201 with pseudo-sequence DRB1_1201. The binding affinity (normalized) is 0.0550. (3) The peptide sequence is RVNQLIRYSGYRETP. The MHC is DRB1_0301 with pseudo-sequence DRB1_0301. The binding affinity (normalized) is 0.223. (4) The peptide sequence is FSTGLIIQGLKLMNS. The MHC is HLA-DQA10101-DQB10501 with pseudo-sequence HLA-DQA10101-DQB10501. The binding affinity (normalized) is 0.161. (5) The peptide sequence is LSGSQEVEFIGYGKA. The MHC is HLA-DQA10201-DQB10402 with pseudo-sequence HLA-DQA10201-DQB10402. The binding affinity (normalized) is 0. (6) The peptide sequence is STGGAYESYKFIPALEAAVK. The MHC is HLA-DPA10201-DPB11401 with pseudo-sequence HLA-DPA10201-DPB11401. The binding affinity (normalized) is 0.754. (7) The peptide sequence is RLKGESRKTFVELMR. The MHC is DRB1_0901 with pseudo-sequence DRB1_0901. The binding affinity (normalized) is 0.686.